This data is from Catalyst prediction with 721,799 reactions and 888 catalyst types from USPTO. The task is: Predict which catalyst facilitates the given reaction. (1) Reactant: [Br:1]N1C(=O)CCC1=O.[CH3:9][O:10][C:11]1[CH:23]=[CH:22][CH:21]=[CH:20][C:12]=1[O:13][CH2:14][C:15]([O:17][CH2:18][CH3:19])=[O:16]. Product: [Br:1][CH:14]([O:13][C:12]1[CH:20]=[CH:21][CH:22]=[CH:23][C:11]=1[O:10][CH3:9])[C:15]([O:17][CH2:18][CH3:19])=[O:16]. The catalyst class is: 53. (2) Product: [C:23]([O:26][C:27]([NH:1][CH:2]([CH2:6][C:7]1[CH:12]=[CH:11][C:10]([OH:13])=[C:9]([OH:14])[CH:8]=1)[C:3]([OH:5])=[O:4])=[O:28])([CH3:25])([CH3:24])[CH3:22]. Reactant: [NH2:1][CH:2]([CH2:6][C:7]1[CH:12]=[CH:11][C:10]([OH:13])=[C:9]([OH:14])[CH:8]=1)[C:3]([OH:5])=[O:4].C(N(CC)CC)C.[CH3:22][C:23]([O:26][C:27](O[C:27]([O:26][C:23]([CH3:25])([CH3:24])[CH3:22])=[O:28])=[O:28])([CH3:25])[CH3:24]. The catalyst class is: 5. (3) Reactant: [C:1]([NH:5][S:6]([C:9]1[C:18]2[C:13](=[CH:14][CH:15]=[CH:16][CH:17]=2)[C:12]([C:19]2[O:23][CH:22]=[N:21][C:20]=2[CH2:24][CH:25]2[CH2:28][CH2:27][CH2:26]2)=[CH:11][CH:10]=1)(=[O:8])=[O:7])([CH3:4])([CH3:3])[CH3:2].C([Li])CCC.Cl[C:35]([O:37][CH2:38][CH3:39])=[O:36]. Product: [C:1]([NH:5][S:6]([C:9]1[C:18]2[C:13](=[CH:14][CH:15]=[CH:16][CH:17]=2)[C:12]([C:19]2[O:23][C:22]([C:35]([O:37][CH2:38][CH3:39])=[O:36])=[N:21][C:20]=2[CH2:24][CH:25]2[CH2:28][CH2:27][CH2:26]2)=[CH:11][CH:10]=1)(=[O:8])=[O:7])([CH3:4])([CH3:2])[CH3:3]. The catalyst class is: 1. (4) Reactant: [NH2:1][C:2]1[CH:6]=[CH:5][NH:4][N:3]=1.CN1[CH:15]=[CH:14][C:12](=[O:13])N(C)C1=O.[O-]CC.[Na+:20].C(O)C. Product: [N:4]1[N:3]2[CH:15]=[CH:14][C:12]([O-:13])=[N:1][C:2]2=[CH:6][CH:5]=1.[Na+:20]. The catalyst class is: 138. (5) Product: [BrH:11].[NH2:2][C:3]1[C:8]([CH2:9][Br:1])=[CH:7][C:6]([Br:11])=[CH:5][N:4]=1. The catalyst class is: 201. Reactant: [BrH:1].[NH2:2][C:3]1[C:8]([CH2:9]O)=[CH:7][C:6]([Br:11])=[CH:5][N:4]=1.